Dataset: Peptide-MHC class II binding affinity with 134,281 pairs from IEDB. Task: Regression. Given a peptide amino acid sequence and an MHC pseudo amino acid sequence, predict their binding affinity value. This is MHC class II binding data. (1) The peptide sequence is RNVFDEVIPTAFSIG. The MHC is DRB1_1101 with pseudo-sequence DRB1_1101. The binding affinity (normalized) is 0.546. (2) The peptide sequence is YLEDARRLKAIYEKKK. The MHC is H-2-IAk with pseudo-sequence H-2-IAk. The binding affinity (normalized) is 0. (3) The peptide sequence is IVVGRGEQQINHHWHK. The binding affinity (normalized) is 0. The MHC is DRB1_0405 with pseudo-sequence DRB1_0405. (4) The peptide sequence is AFILDGDNLFYKV. The MHC is DRB1_0401 with pseudo-sequence DRB1_0401. The binding affinity (normalized) is 0.641. (5) The peptide sequence is EADYSQIPISINYRT. The MHC is DRB4_0101 with pseudo-sequence DRB4_0103. The binding affinity (normalized) is 0.182.